From a dataset of Forward reaction prediction with 1.9M reactions from USPTO patents (1976-2016). Predict the product of the given reaction. (1) Given the reactants [F:1][C:2]([F:7])([F:6])[C:3]([OH:5])=[O:4].C([NH:15][CH2:16][CH2:17][N:18]1[C:27]2[C:22]([C:23](=[O:29])[NH:24][C:25](=[O:28])[N:26]=2)=[N:21][C:20]2[CH:30]=[C:31]([CH3:35])[C:32]([CH3:34])=[CH:33][C:19]1=2)C1C=CC=CC=1, predict the reaction product. The product is: [F:1][C:2]([F:7])([F:6])[C:3]([OH:5])=[O:4].[NH2:15][CH2:16][CH2:17][N:18]1[C:27]2[C:22]([C:23](=[O:29])[NH:24][C:25](=[O:28])[N:26]=2)=[N:21][C:20]2[CH:30]=[C:31]([CH3:35])[C:32]([CH3:34])=[CH:33][C:19]1=2. (2) Given the reactants [C:1]([O:5][C:6]([N:8]1[CH2:13][CH2:12][CH:11]([NH:14][C:15]2[CH:20]=[CH:19][C:18]([C:21]([O:23][CH2:24][CH:25]=[CH2:26])=[O:22])=[CH:17][C:16]=2[NH2:27])[CH2:10][CH2:9]1)=[O:7])([CH3:4])([CH3:3])[CH3:2].C(N(CC)CC)C.[Br:35][CH2:36][C:37](Cl)=[O:38], predict the reaction product. The product is: [C:1]([O:5][C:6]([N:8]1[CH2:13][CH2:12][CH:11]([NH:14][C:15]2[CH:20]=[CH:19][C:18]([C:21]([O:23][CH2:24][CH:25]=[CH2:26])=[O:22])=[CH:17][C:16]=2[NH:27][C:37](=[O:38])[CH2:36][Br:35])[CH2:10][CH2:9]1)=[O:7])([CH3:4])([CH3:3])[CH3:2]. (3) The product is: [F:1][C:2]1[CH:3]=[C:4]([NH:5][C:34](=[O:36])[CH3:35])[CH:6]=[CH:7][C:8]=1[N:9]1[CH2:10][CH2:11][N:12]([C:15]([C:17]2[CH:22]=[C:21]([S:23]([CH3:26])(=[O:24])=[O:25])[CH:20]=[CH:19][C:18]=2[C:27]2[CH:28]=[CH:29][C:30]([F:33])=[CH:31][CH:32]=2)=[O:16])[CH2:13][CH2:14]1. Given the reactants [F:1][C:2]1[CH:3]=[C:4]([CH:6]=[CH:7][C:8]=1[N:9]1[CH2:14][CH2:13][N:12]([C:15]([C:17]2[CH:22]=[C:21]([S:23]([CH3:26])(=[O:25])=[O:24])[CH:20]=[CH:19][C:18]=2[C:27]2[CH:32]=[CH:31][C:30]([F:33])=[CH:29][CH:28]=2)=[O:16])[CH2:11][CH2:10]1)[NH2:5].[C:34](OC(=O)C)(=[O:36])[CH3:35], predict the reaction product. (4) Given the reactants Br[C:2]1[CH:3]=[C:4]([CH2:10][NH:11][C:12]([C:14]2[CH:19]=[CH:18][CH:17]=[C:16]([C:20]([NH:22][CH2:23][C:24]3[C:25]([NH:37][CH:38]4[CH2:43][CH2:42][O:41][CH2:40][CH2:39]4)=[C:26]4[CH:34]=[N:33][N:32]([CH2:35][CH3:36])[C:27]4=[N:28][C:29]=3[CH2:30][CH3:31])=[O:21])[CH:15]=2)=[O:13])[CH:5]=[CH:6][C:7]=1[O:8][CH3:9].[CH3:44][C@H:45]1[CH2:50][N:49]([CH2:51][C:52]2[CH:57]=[CH:56][CH:55]=[C:54](B3OC(C)(C)C(C)(C)O3)[CH:53]=2)[CH2:48][CH2:47][N:46]1C(OC(C)(C)C)=O.C(=O)([O-])[O-].[K+].[K+], predict the reaction product. The product is: [CH2:35]([N:32]1[C:27]2=[N:28][C:29]([CH2:30][CH3:31])=[C:24]([CH2:23][NH:22][C:20]([C:16]3[CH:17]=[CH:18][CH:19]=[C:14]([C:12]([NH:11][CH2:10][C:4]4[CH:3]=[C:2]([C:54]5[CH:55]=[CH:56][CH:57]=[C:52]([CH2:51][N:49]6[CH2:48][CH2:47][NH:46][C@@H:45]([CH3:44])[CH2:50]6)[CH:53]=5)[C:7]([O:8][CH3:9])=[CH:6][CH:5]=4)=[O:13])[CH:15]=3)=[O:21])[C:25]([NH:37][CH:38]3[CH2:43][CH2:42][O:41][CH2:40][CH2:39]3)=[C:26]2[CH:34]=[N:33]1)[CH3:36]. (5) Given the reactants I[C:2]1[CH:3]=[N:4][N:5]([CH:7]2[CH2:12][CH2:11][CH:10]([N:13]3[CH2:16][CH:15]([NH:17][C:18]([CH2:20][NH:21][C:22](=[O:33])[C:23]4[CH:28]=[CH:27][CH:26]=[C:25]([C:29]([F:32])([F:31])[F:30])[CH:24]=4)=[O:19])[CH2:14]3)[CH2:9][CH2:8]2)[CH:6]=1.[Si:34]([C:38]#[CH:39])([CH3:37])([CH3:36])[CH3:35].CCN(CC)CC, predict the reaction product. The product is: [F:30][C:29]([F:32])([F:31])[C:25]1[CH:24]=[C:23]([CH:28]=[CH:27][CH:26]=1)[C:22]([NH:21][CH2:20][C:18](=[O:19])[NH:17][CH:15]1[CH2:16][N:13]([CH:10]2[CH2:11][CH2:12][CH:7]([N:5]3[CH:6]=[C:2]([C:39]#[C:38][Si:34]([CH3:37])([CH3:36])[CH3:35])[CH:3]=[N:4]3)[CH2:8][CH2:9]2)[CH2:14]1)=[O:33].